Dataset: Full USPTO retrosynthesis dataset with 1.9M reactions from patents (1976-2016). Task: Predict the reactants needed to synthesize the given product. (1) Given the product [C:1]([O:5][C:6]([N:8]1[CH2:13][CH2:12][CH:11]([C@:14]2([CH3:24])[O:23][C:17]3=[CH:18][N:19]=[C:20]([C:32]4[CH:33]=[CH:34][C:29]([S:26]([CH3:25])(=[O:28])=[O:27])=[CH:30][CH:31]=4)[CH:21]=[C:16]3[CH2:15]2)[CH2:10][CH2:9]1)=[O:7])([CH3:4])([CH3:3])[CH3:2], predict the reactants needed to synthesize it. The reactants are: [C:1]([O:5][C:6]([N:8]1[CH2:13][CH2:12][CH:11]([C@:14]2([CH3:24])[O:23][C:17]3=[CH:18][N:19]=[C:20](Cl)[CH:21]=[C:16]3[CH2:15]2)[CH2:10][CH2:9]1)=[O:7])([CH3:4])([CH3:3])[CH3:2].[CH3:25][S:26]([C:29]1[CH:34]=[CH:33][C:32](B(O)O)=[CH:31][CH:30]=1)(=[O:28])=[O:27]. (2) Given the product [CH2:1]([C:7]1[CH:8]=[C:9]([C:13]2[NH:17][CH:16]=[CH:15][N:14]=2)[CH:10]=[CH:11][CH:12]=1)[CH2:2][CH2:3][CH2:4][CH2:5][CH3:6], predict the reactants needed to synthesize it. The reactants are: [C:1]([C:7]1[CH:8]=[C:9]([C:13]2[NH:14][CH:15]=[CH:16][N:17]=2)[CH:10]=[CH:11][CH:12]=1)#[C:2][CH2:3][CH2:4][CH2:5][CH3:6].